Task: Predict the product of the given reaction.. Dataset: Forward reaction prediction with 1.9M reactions from USPTO patents (1976-2016) (1) Given the reactants Br[CH2:2][C:3]([C:5]1[CH:10]=[CH:9][CH:8]=[CH:7][CH:6]=1)=O.[N:11]1[CH:16]=[CH:15][CH:14]=[CH:13][C:12]=1[CH2:17][CH2:18][NH:19][C:20]([NH2:22])=[S:21].[H-].[Na+].Br[CH2:26][C:27]1[CH:36]=[CH:35][C:30]([C:31]([O:33]C)=O)=[CH:29][CH:28]=1.P([O-])(O)(O)=O.[Na+].[H-].[Al+3].[Li+].[H-].[H-].[H-].O.O.O.O.O.O.O.O.O.O.[O-]S([O-])(=O)=O.[Na+].[Na+], predict the reaction product. The product is: [C:5]1([C:3]2[N:22]=[C:20]([N:19]([CH2:26][C:27]3[CH:28]=[CH:29][C:30]([CH2:31][OH:33])=[CH:35][CH:36]=3)[CH2:18][CH2:17][C:12]3[CH:13]=[CH:14][CH:15]=[CH:16][N:11]=3)[S:21][CH:2]=2)[CH:10]=[CH:9][CH:8]=[CH:7][CH:6]=1. (2) Given the reactants [CH3:1][N:2]1[C:7](=[O:8])[CH2:6][C:5](=O)[NH:4][C:3]1=[O:10].O.P(Cl)(Cl)([Cl:14])=O, predict the reaction product. The product is: [Cl:14][C:5]1[NH:4][C:3](=[O:10])[N:2]([CH3:1])[C:7](=[O:8])[CH:6]=1. (3) Given the reactants C([O:4][CH2:5][C:6]([CH3:45])([CH3:44])[CH2:7][N:8]1[C:14]2[CH:15]=[CH:16][C:17]([Cl:19])=[CH:18][C:13]=2[C@@H:12]([C:20]2[CH:25]=[CH:24][CH:23]=[C:22]([O:26][CH3:27])[C:21]=2[O:28][CH3:29])[O:11][C@H:10]([CH2:30][C:31]([NH:33][C:34]2[S:35][C:36]([C:40]([OH:42])=[O:41])=[C:37]([CH3:39])[N:38]=2)=[O:32])[C:9]1=[O:43])(=O)C.C(=O)([O-])[O-].[K+].[K+].Cl, predict the reaction product. The product is: [Cl:19][C:17]1[CH:16]=[CH:15][C:14]2[N:8]([CH2:7][C:6]([CH3:44])([CH3:45])[CH2:5][OH:4])[C:9](=[O:43])[C@@H:10]([CH2:30][C:31]([NH:33][C:34]3[S:35][C:36]([C:40]([OH:42])=[O:41])=[C:37]([CH3:39])[N:38]=3)=[O:32])[O:11][C@H:12]([C:20]3[CH:25]=[CH:24][CH:23]=[C:22]([O:26][CH3:27])[C:21]=3[O:28][CH3:29])[C:13]=2[CH:18]=1.